This data is from Reaction yield outcomes from USPTO patents with 853,638 reactions. The task is: Predict the reaction yield, written as a fraction of the theoretical maximum amount of product (1.0 means a 100% yield; for example, 0.34 means a 34% yield). (1) The reactants are [Cl:1][C:2]1[CH:7]=[CH:6][C:5]([C@@:8]2([OH:16])[CH2:13][CH2:12][NH:11][CH2:10][C:9]2([CH3:15])[CH3:14])=[CH:4][CH:3]=1.[C:17]([O:21][C:22]([N:24]([CH3:32])[C@H:25]([CH:29]([CH3:31])[CH3:30])[C:26](O)=[O:27])=[O:23])([CH3:20])([CH3:19])[CH3:18].C1C=CC2N(O)N=NC=2C=1.C(Cl)CCl.C(N(CC)CC)C. The catalyst is C(Cl)Cl. The product is [Cl:1][C:2]1[CH:7]=[CH:6][C:5]([C@@:8]2([OH:16])[CH2:13][CH2:12][N:11]([C:26](=[O:27])[C@H:25]([N:24]([CH3:32])[C:22](=[O:23])[O:21][C:17]([CH3:19])([CH3:18])[CH3:20])[CH:29]([CH3:31])[CH3:30])[CH2:10][C:9]2([CH3:14])[CH3:15])=[CH:4][CH:3]=1. The yield is 1.00. (2) The yield is 0.130. The reactants are [CH2:1]([S:3]([N:6]1[CH2:11][CH2:10][CH:9]([C:12]2[C:20]3[C:15](=[C:16]([C:29]([NH2:31])=[O:30])[CH:17]=[C:18]([C:21]4[CH:26]=[CH:25][C:24]([CH:27]=O)=[CH:23][CH:22]=4)[CH:19]=3)[NH:14][CH:13]=2)[CH2:8][CH2:7]1)(=[O:5])=[O:4])[CH3:2].[NH:32]1[CH2:37][CH2:36][O:35][CH2:34][CH2:33]1.[BH-](OC(C)=O)(OC(C)=O)OC(C)=O.[Na+]. The product is [CH2:1]([S:3]([N:6]1[CH2:7][CH2:8][CH:9]([C:12]2[C:20]3[C:15](=[C:16]([C:29]([NH2:31])=[O:30])[CH:17]=[C:18]([C:21]4[CH:22]=[CH:23][C:24]([CH2:27][N:32]5[CH2:37][CH2:36][O:35][CH2:34][CH2:33]5)=[CH:25][CH:26]=4)[CH:19]=3)[NH:14][CH:13]=2)[CH2:10][CH2:11]1)(=[O:5])=[O:4])[CH3:2]. No catalyst specified. (3) The reactants are CS([O:5][CH:6]1[CH2:11][CH2:10][CH:9]([C:12]([O:14][CH2:15][CH3:16])=[O:13])[CH2:8][CH2:7]1)(=O)=O.C(=O)([O-])[O-].[K+].[K+].CN(C)C=O.[CH3:28][N:29]1[CH:33]=[C:32](O)[CH:31]=[N:30]1. The catalyst is O. The product is [CH3:28][N:29]1[CH:33]=[C:32]([O:5][CH:6]2[CH2:11][CH2:10][CH:9]([C:12]([O:14][CH2:15][CH3:16])=[O:13])[CH2:8][CH2:7]2)[CH:31]=[N:30]1. The yield is 0.690. (4) The reactants are [F:1][C:2]1[CH:7]=[CH:6][C:5]([C:8]2[N:17]=[C:16]([C:18]([OH:20])=O)[C:15]3[C:10](=[CH:11][CH:12]=[CH:13][CH:14]=3)[N:9]=2)=[CH:4][CH:3]=1.Cl.[F:22][C:23]1[CH:24]=[C:25]2[C:30](=[CH:31][CH:32]=1)[CH2:29][NH:28][CH2:27][CH2:26]2. No catalyst specified. The product is [F:1][C:2]1[CH:7]=[CH:6][C:5]([C:8]2[N:17]=[C:16]([C:18]([N:28]3[CH2:27][CH2:26][C:25]4[C:30](=[CH:31][CH:32]=[C:23]([F:22])[CH:24]=4)[CH2:29]3)=[O:20])[C:15]3[C:10](=[CH:11][CH:12]=[CH:13][CH:14]=3)[N:9]=2)=[CH:4][CH:3]=1. The yield is 0.240. (5) The reactants are Cl[C:2]1[N:7]=[C:6]([Cl:8])[N:5]=[C:4]([Cl:9])[N:3]=1.[Cl:10][C:11]1[CH:16]=[CH:15][CH:14]=[C:13]([Cl:17])[C:12]=1[NH2:18].C([O-])([O-])=O.[K+].[K+]. The catalyst is O1CCOCC1. The product is [Cl:10][C:11]1[CH:16]=[CH:15][CH:14]=[C:13]([Cl:17])[C:12]=1[NH:18][C:2]1[N:7]=[C:6]([Cl:8])[N:5]=[C:4]([Cl:9])[N:3]=1. The yield is 0.912. (6) The reactants are CN(C(ON1N=NC2C=CC=NC1=2)=[N+](C)C)C.F[P-](F)(F)(F)(F)F.[NH2:25][C:26]1[CH:34]=[C:33]([Cl:35])[C:32]([Cl:36])=[CH:31][C:27]=1[C:28]([OH:30])=O.Cl.[NH2:38][C@@H:39]([CH:44]1[CH2:49][CH2:48][CH2:47][CH2:46][CH2:45]1)[C:40]([O:42][CH3:43])=[O:41].C(N(C(C)C)CC)(C)C. The catalyst is CN(C=O)C.C(OCC)(=O)C.CCCCCC.C(OCC)(=O)C. The product is [NH2:25][C:26]1[CH:34]=[C:33]([Cl:35])[C:32]([Cl:36])=[CH:31][C:27]=1[C:28]([NH:38][C@@H:39]([CH:44]1[CH2:49][CH2:48][CH2:47][CH2:46][CH2:45]1)[C:40]([O:42][CH3:43])=[O:41])=[O:30]. The yield is 0.340. (7) The reactants are [Br:1][C:2]1[CH:9]=[C:8]([F:10])[CH:7]=[C:6]([F:11])[C:3]=1[CH:4]=O.S([O-])(OCCCCCCCCCCCC)(=O)=O.[Na+].C(OI(C1C=CC=CC=1)OC(=O)C)(=O)C.C([O-])(=O)C.[NH4+:49]. The catalyst is O. The product is [Br:1][C:2]1[CH:9]=[C:8]([F:10])[CH:7]=[C:6]([F:11])[C:3]=1[C:4]#[N:49]. The yield is 0.160.